This data is from Forward reaction prediction with 1.9M reactions from USPTO patents (1976-2016). The task is: Predict the product of the given reaction. (1) The product is: [C:1](=[O:9])([O:7][CH2:8][CH2:12][CH3:13])[O:2][CH2:3][CH:4]([F:6])[F:5]. Given the reactants [C:1](=[O:9])([O:7][CH3:8])[O:2][CH2:3][CH:4]([F:6])[F:5].C(Cl)(=O)O[CH2:12][CH2:13]C.C(Cl)(=O)OC, predict the reaction product. (2) Given the reactants [NH2:1][CH2:2][C@@H:3]([OH:15])[CH2:4][P:5]([CH2:8][CH:9]1[CH2:14][CH2:13][CH2:12][CH2:11][CH2:10]1)(=[O:7])[OH:6].C(=O)([O-])[O-].[K+].[K+].[C:22]([O:26][C:27](O[C:27]([O:26][C:22]([CH3:25])([CH3:24])[CH3:23])=[O:28])=[O:28])([CH3:25])([CH3:24])[CH3:23].C(OCC)(=O)C, predict the reaction product. The product is: [C:22]([O:26][C:27]([NH:1][CH2:2][C@@H:3]([OH:15])[CH2:4][P:5]([CH2:8][CH:9]1[CH2:14][CH2:13][CH2:12][CH2:11][CH2:10]1)(=[O:6])[OH:7])=[O:28])([CH3:25])([CH3:24])[CH3:23]. (3) Given the reactants [Cl:1][C:2]1[CH:3]=[C:4]([CH:7]=[CH:8][C:9]=1[F:10])[NH:5][CH3:6].Br.Br[CH:13]([C:15]1[CH:16]=[C:17]([C:32]([N:34]([CH3:36])[CH3:35])=[O:33])[CH:18]=[C:19]2[C:24]=1[O:23][C:22]([N:25]1[CH2:30][CH2:29][O:28][CH2:27][CH2:26]1)=[CH:21][C:20]2=[O:31])[CH3:14], predict the reaction product. The product is: [Cl:1][C:2]1[CH:3]=[C:4]([N:5]([CH3:6])[CH:13]([C:15]2[CH:16]=[C:17]([C:32]([N:34]([CH3:36])[CH3:35])=[O:33])[CH:18]=[C:19]3[C:24]=2[O:23][C:22]([N:25]2[CH2:30][CH2:29][O:28][CH2:27][CH2:26]2)=[CH:21][C:20]3=[O:31])[CH3:14])[CH:7]=[CH:8][C:9]=1[F:10].